This data is from Catalyst prediction with 721,799 reactions and 888 catalyst types from USPTO. The task is: Predict which catalyst facilitates the given reaction. (1) Reactant: [CH2:1]([CH:3]1[C:11]2[C:6](=[CH:7][CH:8]=[C:9]([C:12]3[N:16]([CH3:17])[C:15]([C:18]#[N:19])=[CH:14][CH:13]=3)[CH:10]=2)[NH:5][C:4]1=[O:20])[CH3:2].C(=O)=O. Product: [CH2:1]([C@@H:3]1[C:11]2[C:6](=[CH:7][CH:8]=[C:9]([C:12]3[N:16]([CH3:17])[C:15]([C:18]#[N:19])=[CH:14][CH:13]=3)[CH:10]=2)[NH:5][C:4]1=[O:20])[CH3:2]. The catalyst class is: 8. (2) Reactant: [Cl:1][C:2]1[CH:7]=[CH:6][C:5]([C:8]2[NH:13][C:12](=O)[C:11]([C:15]([OH:17])=[O:16])=[CH:10][C:9]=2[C:18]2[CH:23]=[CH:22][CH:21]=[CH:20][CH:19]=2)=[CH:4][CH:3]=1.[CH3:24][OH:25].[CH3:26][Si]([CH:30]=[N+:31]=[N-])(C)C. Product: [CH3:24][O:25][C:12]1[C:11]([C:30]#[N:31])=[CH:10][C:9]([C:18]2[CH:19]=[CH:20][CH:21]=[CH:22][CH:23]=2)=[C:8]([C:5]2[CH:6]=[CH:7][C:2]([Cl:1])=[CH:3][CH:4]=2)[N:13]=1.[CH3:24][O:25][C:12]1[C:11]([C:15]([O:17][CH3:26])=[O:16])=[CH:10][C:9]([C:18]2[CH:23]=[CH:22][CH:21]=[CH:20][CH:19]=2)=[C:8]([C:5]2[CH:6]=[CH:7][C:2]([Cl:1])=[CH:3][CH:4]=2)[N:13]=1. The catalyst class is: 2. (3) Reactant: [CH:1]1[C:6]2[CH2:7][CH2:8][C:9](=[O:12])[CH2:10][CH2:11][C:5]=2[CH:4]=[CH:3][CH:2]=1.[N+:13]([O-])([OH:15])=[O:14]. Product: [N+:13]([C:3]1[CH:2]=[CH:1][C:6]2[CH2:7][CH2:8][C:9](=[O:12])[CH2:10][CH2:11][C:5]=2[CH:4]=1)([O-:15])=[O:14]. The catalyst class is: 65. (4) Reactant: [C:1]([O:5][C:6]([N:8]1[CH2:12][C@H:11]([O:13][Si:14]([C:17]([CH3:20])([CH3:19])[CH3:18])([CH3:16])[CH3:15])[CH2:10][C@@H:9]1[C:21](=[O:38])[NH:22][C:23]1[CH:28]=[CH:27][C:26]([C:29]2[CH:34]=[CH:33][CH:32]=[CH:31][C:30]=2SC)=[CH:25][C:24]=1[F:37])=[O:7])([CH3:4])([CH3:3])[CH3:2].Cl[C:40]1C=C(C=C[CH:49]=1)C(OO)=O.[O-:50][S:51]([O-:54])(=S)=O.[Na+].[Na+]. Product: [C:1]([O:5][C:6]([N:8]1[CH2:12][C@H:11]([O:13][Si:14]([C:17]([CH3:20])([CH3:19])[CH3:18])([CH3:16])[CH3:15])[CH2:10][C@@H:9]1[C:21](=[O:38])[NH:22][C:23]1[CH:28]=[CH:27][C:26]([C:29]2[CH:34]=[CH:33][CH:32]=[CH:31][C:30]=2[S:51]([CH2:40][CH3:49])(=[O:54])=[O:50])=[CH:25][C:24]=1[F:37])=[O:7])([CH3:4])([CH3:3])[CH3:2]. The catalyst class is: 25. (5) Reactant: CC1C=CC(S(O[CH2:12][CH2:13][C:14]#[C:15][Si:16]([CH3:19])([CH3:18])[CH3:17])(=O)=O)=CC=1.[N-:20]=[N+:21]=[N-:22].[Na+]. Product: [N:20]([CH2:12][CH2:13][C:14]#[C:15][Si:16]([CH3:19])([CH3:18])[CH3:17])=[N+:21]=[N-:22]. The catalyst class is: 3. (6) Reactant: Cl.[CH3:2][CH:3]([C@H:5]([NH:8][CH2:9][CH:10]=[CH2:11])[CH:6]=[CH2:7])[CH3:4].C([O-])([O-])=O.[K+].[K+].[C:18]([O:21][CH2:22][CH3:23])(=[O:20])C. The catalyst class is: 6. Product: [CH3:2][CH:3]([C@H:5]([N:8]([CH2:9][CH:10]=[CH2:11])[C:18](=[O:20])[O:21][CH2:22][C:23]1[CH:7]=[CH:6][CH:5]=[CH:3][CH:2]=1)[CH:6]=[CH2:7])[CH3:4].